From a dataset of Full USPTO retrosynthesis dataset with 1.9M reactions from patents (1976-2016). Predict the reactants needed to synthesize the given product. (1) Given the product [Br:11][C:5]1[CH:6]=[C:7]([N+:8]([O-:10])=[O:9])[C:2]([C:17]2[CH:18]=[CH:19][CH:20]=[CH:21][C:16]=2[C:14]([O:13][CH3:12])=[O:15])=[N:3][CH:4]=1, predict the reactants needed to synthesize it. The reactants are: Br[C:2]1[C:7]([N+:8]([O-:10])=[O:9])=[CH:6][C:5]([Br:11])=[CH:4][N:3]=1.[CH3:12][O:13][C:14]([C:16]1[CH:21]=[CH:20][CH:19]=[CH:18][C:17]=1B(O)O)=[O:15].P([O-])([O-])([O-])=O.[K+].[K+].[K+]. (2) Given the product [CH3:1][O:2][C:3]([C:5]1[N:6]=[C:7]([NH:10][C:20](=[O:21])[C@@H:19]([NH:18][C:16]([O:15][C:11]([CH3:14])([CH3:13])[CH3:12])=[O:17])[C@H:23]([C:25]2[CH:30]=[CH:29][CH:28]=[CH:27][CH:26]=2)[CH3:24])[S:8][CH:9]=1)=[O:4], predict the reactants needed to synthesize it. The reactants are: [CH3:1][O:2][C:3]([C:5]1[N:6]=[C:7]([NH2:10])[S:8][CH:9]=1)=[O:4].[C:11]([O:15][C:16]([NH:18][C@@H:19]([C@H:23]([C:25]1[CH:30]=[CH:29][CH:28]=[CH:27][CH:26]=1)[CH3:24])[C:20](O)=[O:21])=[O:17])([CH3:14])([CH3:13])[CH3:12].ON1C2C=CC=CC=2N=N1. (3) Given the product [ClH:41].[ClH:41].[CH3:39][C:3]1[CH:4]=[C:5]([C:7]2[N:8]=[CH:9][N:10]3[C:15]4[CH:16]=[CH:17][CH:18]=[C:19]([CH2:20][CH2:21][N:22]5[CH2:27][CH2:26][N:25]([C:28]6[CH:37]=[CH:36][CH:35]=[C:34]7[C:29]=6[CH:30]=[CH:31][C:32]([CH3:38])=[N:33]7)[CH2:24][CH2:23]5)[C:14]=4[O:13][CH2:12][C:11]=23)[O:6][N:2]=1, predict the reactants needed to synthesize it. The reactants are: C[N:2](C)/[C:3](/[CH3:39])=[CH:4]\[C:5]([C:7]1[N:8]=[CH:9][N:10]2[C:15]3[CH:16]=[CH:17][CH:18]=[C:19]([CH2:20][CH2:21][N:22]4[CH2:27][CH2:26][N:25]([C:28]5[CH:37]=[CH:36][CH:35]=[C:34]6[C:29]=5[CH:30]=[CH:31][C:32]([CH3:38])=[N:33]6)[CH2:24][CH2:23]4)[C:14]=3[O:13][CH2:12][C:11]=12)=[O:6].[ClH:41].NO. (4) Given the product [Cl:25][C:6]1[CH:5]=[CH:4][C:3]([CH2:2][NH:1][C:38](=[O:39])[C:37]2[CH:41]=[CH:42][CH:43]=[CH:44][C:36]=2[F:35])=[CH:8][C:7]=1[C:9]1[NH:13][C:12](=[O:14])[N:11]([C:15]2[CH:16]=[CH:17][C:18]([C:21]([F:24])([F:23])[F:22])=[CH:19][CH:20]=2)[N:10]=1, predict the reactants needed to synthesize it. The reactants are: [NH2:1][CH2:2][C:3]1[CH:4]=[CH:5][C:6]([Cl:25])=[C:7]([C:9]2[NH:13][C:12](=[O:14])[N:11]([C:15]3[CH:20]=[CH:19][C:18]([C:21]([F:24])([F:23])[F:22])=[CH:17][CH:16]=3)[N:10]=2)[CH:8]=1.CCN(C(C)C)C(C)C.[F:35][C:36]1[CH:44]=[CH:43][CH:42]=[CH:41][C:37]=1[C:38](Cl)=[O:39]. (5) Given the product [Cl:8][C:5]1[N:4]=[CH:3][C:2]([CH:10]2[CH2:13][CH2:12][CH2:11]2)=[CH:7][N:6]=1, predict the reactants needed to synthesize it. The reactants are: Br[C:2]1[CH:3]=[N:4][C:5]([Cl:8])=[N:6][CH:7]=1.[Br-].[CH:10]1([Zn+])[CH2:13][CH2:12][CH2:11]1.